Dataset: Full USPTO retrosynthesis dataset with 1.9M reactions from patents (1976-2016). Task: Predict the reactants needed to synthesize the given product. (1) Given the product [CH3:15][N:12]1[C:13]2[C:9](=[CH:8][CH:7]=[C:6]([C:4]3[N:3]=[CH:2][N:1]([CH3:22])[CH:5]=3)[CH:14]=2)[C:10]([CH3:18])([CH3:17])[C:11]1=[O:16], predict the reactants needed to synthesize it. The reactants are: [NH:1]1[CH:5]=[C:4]([C:6]2[CH:14]=[C:13]3[C:9]([C:10]([CH3:18])([CH3:17])[C:11](=[O:16])[N:12]3[CH3:15])=[CH:8][CH:7]=2)[N:3]=[CH:2]1.[H-].[Na+].I[CH3:22].O. (2) Given the product [Cl:1][C:2]1[N:12]=[C:11]2[C:5]([N:6]([CH3:21])[C:7](=[O:20])[C:8]([CH2:16][CH3:17])([CH2:18][CH3:19])[CH2:9][N:10]2[CH:13]([CH3:15])[CH3:14])=[CH:4][N:3]=1, predict the reactants needed to synthesize it. The reactants are: [Cl:1][C:2]1[N:12]=[C:11]2[C:5]([NH:6][C:7](=[O:20])[C:8]([CH2:18][CH3:19])([CH2:16][CH3:17])[CH2:9][N:10]2[CH:13]([CH3:15])[CH3:14])=[CH:4][N:3]=1.[CH3:21]I.[H-].[Na+]. (3) The reactants are: [F:1][C:2]1[CH:3]=[C:4]([C:8]2[C:16]3[O:15][CH:14]([CH2:17][NH2:18])[CH2:13][C:12]=3[CH:11]=[CH:10][CH:9]=2)[CH:5]=[CH:6][CH:7]=1.C(N(C(C)C)CC)(C)C.Cl[C:29]([O:31][CH2:32][C:33]1[CH:38]=[CH:37][CH:36]=[CH:35][CH:34]=1)=[O:30].C1(C2C3OC(CNC(=O)OCC4C=CC=CC=4)CC=3C=CC=2)CCCC1. Given the product [CH2:32]([O:31][C:29](=[O:30])[NH:18][CH2:17][CH:14]1[CH2:13][C:12]2[CH:11]=[CH:10][CH:9]=[C:8]([C:4]3[CH:5]=[CH:6][CH:7]=[C:2]([F:1])[CH:3]=3)[C:16]=2[O:15]1)[C:33]1[CH:38]=[CH:37][CH:36]=[CH:35][CH:34]=1, predict the reactants needed to synthesize it. (4) Given the product [CH2:2]([O:6][C:7]1[N:15]=[C:14]2[C:10]([N:11]=[CH:12][N:13]2[CH2:16][C:17]2[CH:18]=[N:19][C:20]([O:26][CH3:25])=[CH:21][CH:22]=2)=[C:9]([NH2:24])[N:8]=1)[CH2:3][CH2:4][CH3:5], predict the reactants needed to synthesize it. The reactants are: [Na].[CH2:2]([O:6][C:7]1[N:15]=[C:14]2[C:10]([N:11]=[CH:12][N:13]2[CH2:16][C:17]2[CH:18]=[N:19][C:20](Cl)=[CH:21][CH:22]=2)=[C:9]([NH2:24])[N:8]=1)[CH2:3][CH2:4][CH3:5].[CH3:25][OH:26].